This data is from Full USPTO retrosynthesis dataset with 1.9M reactions from patents (1976-2016). The task is: Predict the reactants needed to synthesize the given product. (1) Given the product [CH:1]1([NH:7][C:8]2[N:13]=[CH:12][N:11]=[C:10]([C:14]([NH:17][C:18]3[CH:23]=[CH:22][C:21]([OH:24])=[CH:20][CH:19]=3)=[O:16])[CH:9]=2)[CH2:2][CH2:3][CH2:4][CH2:5][CH2:6]1, predict the reactants needed to synthesize it. The reactants are: [CH:1]1([NH:7][C:8]2[N:13]=[CH:12][N:11]=[C:10]([C:14]([OH:16])=O)[CH:9]=2)[CH2:6][CH2:5][CH2:4][CH2:3][CH2:2]1.[NH2:17][C:18]1[CH:23]=[CH:22][C:21]([OH:24])=[CH:20][CH:19]=1. (2) Given the product [F:13][C:10]1([F:12])[O:9][C:8]2[CH:14]=[CH:15][C:5]([CH2:3][OH:2])=[CH:6][C:7]=2[O:11]1, predict the reactants needed to synthesize it. The reactants are: C[O:2][C:3]([C:5]1[CH:15]=[CH:14][C:8]2[O:9][C:10]([F:13])([F:12])[O:11][C:7]=2[CH:6]=1)=O.[F:12][C:10]1([F:13])[O:9][C:8]2[CH:14]=[CH:15][C:5]([CH2:3][OH:2])=[CH:6][C:7]=2[O:11]1.[H-].[Al+3].[Li+].[H-].[H-].[H-].O.[OH-].[Na+]. (3) The reactants are: [CH2:1]([C:4]1[CH:10]=[CH:9][C:7]([NH2:8])=[CH:6][C:5]=1[N+:11]([O-:13])=[O:12])[CH2:2][CH3:3].[CH3:14][C:15]([O:18][C:19](O[C:19]([O:18][C:15]([CH3:17])([CH3:16])[CH3:14])=[O:20])=[O:20])([CH3:17])[CH3:16]. Given the product [C:15]([O:18][C:19](=[O:20])[NH:8][C:7]1[CH:9]=[CH:10][C:4]([CH2:1][CH2:2][CH3:3])=[C:5]([N+:11]([O-:13])=[O:12])[CH:6]=1)([CH3:17])([CH3:16])[CH3:14], predict the reactants needed to synthesize it. (4) Given the product [CH2:16]([O:15][C:13]([CH:12]1[CH2:6][CH:5]1[C:4]1[CH:7]=[CH:8][CH:9]=[C:2]([F:1])[CH:3]=1)=[O:14])[CH3:17], predict the reactants needed to synthesize it. The reactants are: [F:1][C:2]1[CH:3]=[C:4]([CH:7]=[CH:8][CH:9]=1)[CH:5]=[CH2:6].[N+](=[CH:12][C:13]([O:15][CH2:16][CH3:17])=[O:14])=[N-]. (5) Given the product [CH3:23][O:24][C:25](=[O:37])[CH2:26][C:27]1[CH:32]=[C:31]([O:33][CH3:34])[C:30]([O:8][Si:1]([C:4]([CH3:7])([CH3:6])[CH3:5])([CH3:3])[CH3:2])=[C:29]([Br:36])[CH:28]=1, predict the reactants needed to synthesize it. The reactants are: [Si:1]([O:8]S(C(F)(F)F)(=O)=O)([C:4]([CH3:7])([CH3:6])[CH3:5])([CH3:3])[CH3:2].C(N(CC)CC)C.[CH3:23][O:24][C:25](=[O:37])[CH2:26][C:27]1[CH:32]=[C:31]([O:33][CH3:34])[C:30](O)=[C:29]([Br:36])[CH:28]=1.C(=O)(O)[O-].[Na+].